Task: Predict which catalyst facilitates the given reaction.. Dataset: Catalyst prediction with 721,799 reactions and 888 catalyst types from USPTO (1) Reactant: Br[CH2:2][CH2:3][CH2:4][O:5][C:6]1[C:11]([I:12])=[CH:10][C:9]([F:13])=[CH:8][C:7]=1[F:14].[I:15][C:16]1[CH:21]=[C:20]([F:22])[CH:19]=[CH:18][C:17]=1[OH:23].C(=O)([O-])[O-].[K+].[K+]. Product: [F:14][C:7]1[CH:8]=[C:9]([F:13])[CH:10]=[C:11]([I:12])[C:6]=1[O:5][CH2:4][CH2:3][CH2:2][O:23][C:17]1[CH:18]=[CH:19][C:20]([F:22])=[CH:21][C:16]=1[I:15]. The catalyst class is: 21. (2) Reactant: Cl.C([N:4]=C=NCCCN(C)C)C.N1([O-])C2C=CC=CC=2N=N1.[NH4+].[Cl:24][C:25]1[CH:26]=[CH:27][C:28]2[N:34]([CH2:35][C:36]([CH3:39])([CH3:38])[CH3:37])[C:33](=[O:40])[C@@H:32]([CH2:41][C:42]([OH:44])=O)[O:31][C@H:30]([C:45]3[CH:50]=[CH:49][CH:48]=[C:47]([O:51][CH3:52])[C:46]=3[O:53][CH3:54])[C:29]=2[CH:55]=1. The catalyst class is: 3. Product: [Cl:24][C:25]1[CH:26]=[CH:27][C:28]2[N:34]([CH2:35][C:36]([CH3:37])([CH3:39])[CH3:38])[C:33](=[O:40])[C@@H:32]([CH2:41][C:42]([NH2:4])=[O:44])[O:31][C@H:30]([C:45]3[CH:50]=[CH:49][CH:48]=[C:47]([O:51][CH3:52])[C:46]=3[O:53][CH3:54])[C:29]=2[CH:55]=1. (3) Reactant: [CH2:1]([O:3][C:4]([C:6]1([C:9]2[CH:14]=[CH:13][C:12]([C:15]3[CH:20]=[CH:19][C:18]([C:21]4[O:25][N:24]=[C:23]([CH3:26])[C:22]=4[CH2:27][NH2:28])=[CH:17][CH:16]=3)=[CH:11][CH:10]=2)[CH2:8][CH2:7]1)=[O:5])[CH3:2].[CH3:29][C:30]([C:35]1[CH:40]=[CH:39][CH:38]=[CH:37][CH:36]=1)([CH3:34])[C:31](O)=[O:32].C(N=C=NCCCN(C)C)C.ON1C2C=CC=CC=2N=N1.C(N(CC)CC)C. Product: [CH2:1]([O:3][C:4]([C:6]1([C:9]2[CH:10]=[CH:11][C:12]([C:15]3[CH:20]=[CH:19][C:18]([C:21]4[O:25][N:24]=[C:23]([CH3:26])[C:22]=4[CH2:27][NH:28][C:31](=[O:32])[C:30]([CH3:29])([C:35]4[CH:40]=[CH:39][CH:38]=[CH:37][CH:36]=4)[CH3:34])=[CH:17][CH:16]=3)=[CH:13][CH:14]=2)[CH2:8][CH2:7]1)=[O:5])[CH3:2]. The catalyst class is: 2.